Dataset: CYP2D6 inhibition data for predicting drug metabolism from PubChem BioAssay. Task: Regression/Classification. Given a drug SMILES string, predict its absorption, distribution, metabolism, or excretion properties. Task type varies by dataset: regression for continuous measurements (e.g., permeability, clearance, half-life) or binary classification for categorical outcomes (e.g., BBB penetration, CYP inhibition). Dataset: cyp2d6_veith. The compound is CN[C@]1(C)[C@H]2CC[C@@H](C2)C1(C)C. The result is 0 (non-inhibitor).